Task: Predict the product of the given reaction.. Dataset: Forward reaction prediction with 1.9M reactions from USPTO patents (1976-2016) The product is: [O:24]1[C:28]2[CH:29]=[CH:30][CH:31]=[CH:32][C:27]=2[CH:26]=[C:25]1[C:2]1[CH:3]=[C:4]([CH:16]=[O:17])[C:5]([N:8]2[CH2:13][C@H:12]([CH3:14])[O:11][C@H:10]([CH3:15])[CH2:9]2)=[N:6][CH:7]=1. Given the reactants Br[C:2]1[CH:3]=[C:4]([CH:16]=[O:17])[C:5]([N:8]2[CH2:13][C@@H:12]([CH3:14])[O:11][C@@H:10]([CH3:15])[CH2:9]2)=[N:6][CH:7]=1.C(=O)([O-])[O-].[Na+].[Na+].[O:24]1[C:28]2[CH:29]=[CH:30][CH:31]=[CH:32][C:27]=2[CH:26]=[C:25]1B(O)O.C1(P(C2CCCCC2)C2C=CC=CC=2C2C(C(C)C)=CC(C(C)C)=CC=2C(C)C)CCCCC1, predict the reaction product.